From a dataset of Reaction yield outcomes from USPTO patents with 853,638 reactions. Predict the reaction yield, written as a fraction of the theoretical maximum amount of product (1.0 means a 100% yield; for example, 0.34 means a 34% yield). (1) The reactants are [OH:1][C:2]1[CH:7]=[CH:6][C:5]([S:8][CH2:9][CH2:10][CH2:11][C:12]([OH:14])=O)=[CH:4][CH:3]=1.[CH3:15][NH:16][CH2:17][C:18]1[CH:23]=[CH:22][CH:21]=[CH:20][C:19]=1[CH3:24]. The yield is 0.350. The product is [OH:1][C:2]1[CH:3]=[CH:4][C:5]([S:8][CH2:9][CH2:10][CH2:11][C:12]([N:16]([CH3:15])[CH2:17][C:18]2[CH:23]=[CH:22][CH:21]=[CH:20][C:19]=2[CH3:24])=[O:14])=[CH:6][CH:7]=1. No catalyst specified. (2) The reactants are [CH2:1]([O:3][CH:4]([O:23][CH2:24][CH3:25])[C:5]1[O:13][C:12]2[C:11](B3OC(C)(C)C(C)(C)O3)=[CH:10][N:9]=[CH:8][C:7]=2[CH:6]=1)[CH3:2].Br[C:27]1[CH:28]=[C:29]([CH:32]=[CH:33][C:34]=1[O:35][CH3:36])[CH:30]=[O:31].C(=O)([O-])[O-].[Na+].[Na+]. The catalyst is C1(C)C=CC=CC=1.O.C1C=CC([P]([Pd]([P](C2C=CC=CC=2)(C2C=CC=CC=2)C2C=CC=CC=2)([P](C2C=CC=CC=2)(C2C=CC=CC=2)C2C=CC=CC=2)[P](C2C=CC=CC=2)(C2C=CC=CC=2)C2C=CC=CC=2)(C2C=CC=CC=2)C2C=CC=CC=2)=CC=1. The product is [CH2:24]([O:23][CH:4]([O:3][CH2:1][CH3:2])[C:5]1[O:13][C:12]2[C:11]([C:27]3[CH:28]=[C:29]([CH:32]=[CH:33][C:34]=3[O:35][CH3:36])[CH:30]=[O:31])=[CH:10][N:9]=[CH:8][C:7]=2[CH:6]=1)[CH3:25]. The yield is 0.610. (3) The reactants are CCN(C(C)C)C(C)C.[Br:10][C:11]1[CH:20]=[N:19][C:18]2[N:17]=[C:16](O)[N:15]3[CH:22]=[CH:23][CH:24]=[C:14]3[C:13]=2[CH:12]=1.O=P(Cl)(Cl)Cl.Cl.[NH:31]1[CH2:34][CH:33]([N:35]([CH3:43])[C:36](=[O:42])[O:37][C:38]([CH3:41])([CH3:40])[CH3:39])[CH2:32]1. No catalyst specified. The product is [Br:10][C:11]1[CH:20]=[N:19][C:18]2[N:17]=[C:16]([N:31]3[CH2:34][CH:33]([N:35]([CH3:43])[C:36](=[O:42])[O:37][C:38]([CH3:39])([CH3:40])[CH3:41])[CH2:32]3)[N:15]3[CH:22]=[CH:23][CH:24]=[C:14]3[C:13]=2[CH:12]=1. The yield is 0.570. (4) The reactants are [CH:1]1([C:5]2([CH3:12])[NH:9][C:8](=[O:10])[NH:7][C:6]2=[O:11])[CH2:4][CH2:3][CH2:2]1.C(N(C(C)C)CC)(C)C.Br[CH2:23][C:24]([C:26]1[CH:31]=[CH:30][CH:29]=[CH:28][CH:27]=1)=[O:25]. The product is [CH:1]1([C:5]2([CH3:12])[NH:9][C:8](=[O:10])[N:7]([CH2:23][C:24](=[O:25])[C:26]3[CH:31]=[CH:30][CH:29]=[CH:28][CH:27]=3)[C:6]2=[O:11])[CH2:2][CH2:3][CH2:4]1. The catalyst is CN(C=O)C. The yield is 0.610. (5) The reactants are [CH:1]([C@:4]1([C:24]([OH:26])=O)[CH2:8][CH2:7][C@@H:6]([N:9]([C@H:16]2[CH2:21][CH2:20][O:19][CH2:18][C@H:17]2[O:22][CH3:23])C(=O)C(F)(F)F)[CH2:5]1)([CH3:3])[CH3:2].C(Cl)(=O)C(Cl)=O.[OH:33][C@H:34]1[C@@H:38]2[NH:39][CH2:40][C@H:35]1[N:36]([C:41]([O:43][C:44]([CH3:47])([CH3:46])[CH3:45])=[O:42])[CH2:37]2.CCN(CC)CC.[OH-].[Na+]. The catalyst is C(Cl)Cl.CN(C=O)C. The product is [OH:33][C@H:34]1[C@@H:38]2[N:39]([C:24]([C@@:4]3([CH:1]([CH3:2])[CH3:3])[CH2:8][CH2:7][CH:6]([NH:9][CH:16]4[CH2:21][CH2:20][O:19][CH2:18][CH:17]4[O:22][CH3:23])[CH2:5]3)=[O:26])[CH2:40][C@H:35]1[N:36]([C:41]([O:43][C:44]([CH3:47])([CH3:46])[CH3:45])=[O:42])[CH2:37]2. The yield is 0.250. (6) The reactants are F[C:2]1[CH:7]=[C:6](F)[CH:5]=[CH:4][C:3]=1[CH2:9][CH2:10]C(O)=O.[CH3:14][C:15]([CH3:20])(C)[C:16](Cl)=[O:17].[Li+].[Cl-].C[C@H]1[C@@H](C2C=CC=CC=2)[O:27][C:26](=[O:35])[NH:25]1.[CH2:36](N(CC)CC)[CH3:37]. The catalyst is C1COCC1. The product is [CH3:14][C:15](=[CH:20][CH2:36][CH3:37])[C:16]([N:25]1[CH:9]([C:3]2[CH:2]=[CH:7][CH:6]=[CH:5][CH:4]=2)[CH2:10][O:35][C:26]1=[O:27])=[O:17]. The yield is 0.990. (7) The reactants are O.C1(C)C=CC(S(O)(=O)=O)=CC=1.[C:13]1([CH2:19][CH2:20][C@H:21]([O:45]C2CCCCO2)/[CH:22]=[CH:23]/[C@@H:24]2[C@@H:36]3[C@@H:27]([O:28][C:29](=[O:37])[CH2:30][CH2:31][CH2:32][CH:33]=[CH:34][CH2:35]3)[CH2:26][C@H:25]2[O:38]C2CCCCO2)[CH:18]=[CH:17][CH:16]=[CH:15][CH:14]=1. The catalyst is CO. The product is [OH:38][C@@H:25]1[CH2:26][C@@H:27]2[O:28][C:29](=[O:37])[CH2:30][CH2:31][CH2:32][CH:33]=[CH:34][CH2:35][C@@H:36]2[C@H:24]1/[CH:23]=[CH:22]/[C@@H:21]([OH:45])[CH2:20][CH2:19][C:13]1[CH:14]=[CH:15][CH:16]=[CH:17][CH:18]=1. The yield is 0.565.